Dataset: Forward reaction prediction with 1.9M reactions from USPTO patents (1976-2016). Task: Predict the product of the given reaction. (1) Given the reactants [O:1]1[CH2:6][CH2:5][CH:4]([C:7]([OH:9])=[O:8])[CH2:3][CH2:2]1.S(Cl)(Cl)=O.N1C=CC=CC=1.O[C:21]1[CH:28]=[CH:27][C:24]([CH:25]=[O:26])=[CH:23][CH:22]=1, predict the reaction product. The product is: [O:1]1[CH2:6][CH2:5][CH:4]([C:7]([O:9][C:21]2[CH:28]=[CH:27][C:24]([CH:25]=[O:26])=[CH:23][CH:22]=2)=[O:8])[CH2:3][CH2:2]1. (2) Given the reactants [NH2:1][C@@H:2]([C:12]([OH:14])=[O:13])[CH2:3][C:4]1[CH:9]=[CH:8][C:7]([C:10]#[N:11])=[CH:6][CH:5]=1.O.[OH-].[Na+].[CH3:18][C:19]([O:22][C:23](O[C:23]([O:22][C:19]([CH3:21])([CH3:20])[CH3:18])=[O:24])=[O:24])([CH3:21])[CH3:20], predict the reaction product. The product is: [NH:1]([C:23]([O:22][C:19]([CH3:21])([CH3:20])[CH3:18])=[O:24])[C@@H:2]([C:12]([OH:14])=[O:13])[CH2:3][C:4]1[CH:5]=[CH:6][C:7]([C:10]#[N:11])=[CH:8][CH:9]=1. (3) The product is: [CH3:30][C@H:31]1[NH:32][C@@H:33]([CH3:37])[CH2:34][N:35]([C:2]2[N:3]([CH2:24][CH:25]3[CH2:29][CH2:28][O:27][CH2:26]3)[C:4]3[C:9]([N:10]=2)=[C:8]([N:11]2[CH2:12][CH2:13][O:14][CH2:15][CH2:16]2)[N:7]=[C:6]([C:17]2[CH:22]=[N:21][C:20]([NH2:23])=[N:19][CH:18]=2)[N:5]=3)[CH2:36]1. Given the reactants Cl[C:2]1[N:3]([CH2:24][CH:25]2[CH2:29][CH2:28][O:27][CH2:26]2)[C:4]2[C:9]([N:10]=1)=[C:8]([N:11]1[CH2:16][CH2:15][O:14][CH2:13][CH2:12]1)[N:7]=[C:6]([C:17]1[CH:18]=[N:19][C:20]([NH2:23])=[N:21][CH:22]=1)[N:5]=2.[CH3:30][C@H:31]1[CH2:36][NH:35][CH2:34][C@@H:33]([CH3:37])[NH:32]1, predict the reaction product. (4) Given the reactants C([O:3][C:4]([C:6]1[C:7]([C:12]2[CH:17]=[CH:16][C:15]([F:18])=[CH:14][C:13]=2[F:19])=[N:8][O:9][C:10]=1[CH3:11])=O)C.C(OC(C1C(C2C=CC=CC=2F)=NOC=1C)=O)C, predict the reaction product. The product is: [F:19][C:13]1[CH:14]=[C:15]([F:18])[CH:16]=[CH:17][C:12]=1[C:7]1[C:6]([CH2:4][OH:3])=[C:10]([CH3:11])[O:9][N:8]=1.